This data is from Peptide-MHC class II binding affinity with 134,281 pairs from IEDB. The task is: Regression. Given a peptide amino acid sequence and an MHC pseudo amino acid sequence, predict their binding affinity value. This is MHC class II binding data. (1) The peptide sequence is RSLRTVTPIRMQGGY. The MHC is HLA-DQA10102-DQB10602 with pseudo-sequence HLA-DQA10102-DQB10602. The binding affinity (normalized) is 0.781. (2) The peptide sequence is IQLKCSDSMPCKDIK. The MHC is DRB1_1101 with pseudo-sequence DRB1_1101. The binding affinity (normalized) is 0.199.